Dataset: Full USPTO retrosynthesis dataset with 1.9M reactions from patents (1976-2016). Task: Predict the reactants needed to synthesize the given product. (1) Given the product [O:4]1[C:5]2([CH2:10][CH2:9][CH:8]([O:11][C:12]3[N:17]=[C:16]([C:18]([F:21])([F:19])[F:20])[N:15]=[C:14]([C:22]4([C:23]([O:25][CH3:26])=[O:24])[CH2:29][CH2:28]4)[CH:13]=3)[CH2:7][CH2:6]2)[O:1][CH2:2][CH2:3]1, predict the reactants needed to synthesize it. The reactants are: [O:1]1[C:5]2([CH2:10][CH2:9][CH:8]([O:11][C:12]3[N:17]=[C:16]([C:18]([F:21])([F:20])[F:19])[N:15]=[C:14]([CH2:22][C:23]([O:25][CH3:26])=[O:24])[CH:13]=3)[CH2:7][CH2:6]2)[O:4][CH2:3][CH2:2]1.Br[CH2:28][CH2:29]Br.[H-].[Na+]. (2) Given the product [C:7]1([CH2:13][CH2:14][CH2:15][NH:16][CH2:29][CH2:28][O:27][C:18]2[CH:19]=[CH:20][C:21]3[C:26](=[CH:25][CH:24]=[CH:23][CH:22]=3)[CH:17]=2)[CH:12]=[CH:11][CH:10]=[CH:9][CH:8]=1, predict the reactants needed to synthesize it. The reactants are: C(=O)([O-])[O-].[K+].[K+].[C:7]1([CH2:13][CH2:14][CH2:15][NH2:16])[CH:12]=[CH:11][CH:10]=[CH:9][CH:8]=1.[CH:17]1[C:26]2[C:21](=[CH:22][CH:23]=[CH:24][CH:25]=2)[CH:20]=[CH:19][C:18]=1[O:27][CH2:28][CH2:29]Cl. (3) Given the product [F:13][C:10]1[CH:9]=[CH:8][C:7]([C@@H:2]([NH:1][C:21](=[O:22])[C:20]([F:31])([F:30])[F:19])[C:3]([O:5][CH3:6])=[O:4])=[CH:12][CH:11]=1, predict the reactants needed to synthesize it. The reactants are: [NH2:1][C@H:2]([C:7]1[CH:12]=[CH:11][C:10]([F:13])=[CH:9][CH:8]=1)[C:3]([O:5][CH3:6])=[O:4].O1CCCC1.[F:19][C:20]([F:31])([F:30])[C:21](O[C:21](=[O:22])[C:20]([F:31])([F:30])[F:19])=[O:22].C(=O)([O-])O.[K+]. (4) Given the product [C:3]([NH:5][C:9](=[O:16])[C:10]1[CH:15]=[CH:14][CH:13]=[CH:12][CH:11]=1)(=[NH:2])[NH2:4], predict the reactants needed to synthesize it. The reactants are: Cl.[NH2:2][C:3]([NH2:5])=[NH:4].C[O-].[Na+].[C:9](Cl)(=[O:16])[C:10]1[CH:15]=[CH:14][CH:13]=[CH:12][CH:11]=1.